Dataset: Full USPTO retrosynthesis dataset with 1.9M reactions from patents (1976-2016). Task: Predict the reactants needed to synthesize the given product. (1) Given the product [C:1]([O:5][C:6](=[O:12])[NH:7][CH:8]1[CH2:11][N:10]([C:22](=[O:23])[NH:21][C:18]2[CH:19]=[CH:20][C:15]([C:14]([F:13])([F:25])[F:24])=[CH:16][CH:17]=2)[CH2:9]1)([CH3:4])([CH3:2])[CH3:3], predict the reactants needed to synthesize it. The reactants are: [C:1]([O:5][C:6](=[O:12])[NH:7][CH:8]1[CH2:11][NH:10][CH2:9]1)([CH3:4])([CH3:3])[CH3:2].[F:13][C:14]([F:25])([F:24])[C:15]1[CH:20]=[CH:19][C:18]([N:21]=[C:22]=[O:23])=[CH:17][CH:16]=1. (2) Given the product [C:12]1([CH:10]([NH2:11])[C:6]2([N:1]3[CH2:2][CH2:3][CH2:4][CH2:5]3)[CH2:9][O:8][CH2:7]2)[CH:17]=[CH:16][CH:15]=[CH:14][CH:13]=1, predict the reactants needed to synthesize it. The reactants are: [N:1]1([C:6]2([C:10]#[N:11])[CH2:9][O:8][CH2:7]2)[CH2:5][CH2:4][CH2:3][CH2:2]1.[C:12]1([Li])[CH:17]=[CH:16][CH:15]=[CH:14][CH:13]=1.C(=O)(O)[O-].[Na+].[BH4-].[Na+].